This data is from Forward reaction prediction with 1.9M reactions from USPTO patents (1976-2016). The task is: Predict the product of the given reaction. (1) Given the reactants [CH2:1]([O:3][C:4](=O)[C@H:5](OC1C=C(NS(C)(=O)=O)N=C(S[CH2:20][C:21]2[CH:26]=C[CH:24]=[C:23](F)[C:22]=2F)N=1)C)[CH3:2].[BH4-].[Li+], predict the reaction product. The product is: [CH3:2][CH2:1][O:3][CH2:4][CH3:5].[CH3:24][CH2:23][CH2:22][CH:21]([CH3:26])[CH3:20]. (2) Given the reactants [CH2:1]1[CH:5]2[CH:4]3[CH:3]=[CH:2][CH:1]([CH:4]2[CH:3]=[CH:2]1)[CH2:5]3.[C:11]1(=[O:17])[CH:15]=[CH:14][C:13](=[O:16])[CH2:12]1, predict the reaction product. The product is: [C:11]1(=[O:17])[CH:15]2[CH:14]([CH:5]3[CH2:4][CH:3]2[CH:2]=[CH:1]3)[C:13](=[O:16])[CH2:12]1. (3) Given the reactants [CH3:1][O:2][C:3]1[C:8]([C:9]2[C:13]([Sn](CCCC)(CCCC)CCCC)=[C:12]([CH3:27])[O:11][N:10]=2)=[CH:7][CH:6]=[CH:5][N:4]=1.Br[C:29]1[CH:37]=[CH:36][C:32]([C:33]([NH2:35])=[O:34])=[CH:31][CH:30]=1.[F-].[K+], predict the reaction product. The product is: [CH3:1][O:2][C:3]1[C:8]([C:9]2[C:13]([C:29]3[CH:37]=[CH:36][C:32]([C:33]([NH2:35])=[O:34])=[CH:31][CH:30]=3)=[C:12]([CH3:27])[O:11][N:10]=2)=[CH:7][CH:6]=[CH:5][N:4]=1. (4) Given the reactants [NH2:1][C:2]1[CH:10]=[CH:9][CH:8]=[C:7]2[C:3]=1[CH:4]=[CH:5][N:6]2[C:11]([C:21]1([OH:24])[CH2:23][CH2:22]1)([C:14]1[CH:19]=[CH:18][C:17]([Cl:20])=[CH:16][CH:15]=1)[CH2:12][CH3:13].CN1CCOCC1.[CH3:32][S:33](Cl)(=[O:35])=[O:34], predict the reaction product. The product is: [Cl:20][C:17]1[CH:16]=[CH:15][C:14]([C:11]([N:6]2[C:7]3[C:3](=[C:2]([NH:1][S:33]([CH3:32])(=[O:35])=[O:34])[CH:10]=[CH:9][CH:8]=3)[CH:4]=[CH:5]2)([C:21]2([OH:24])[CH2:22][CH2:23]2)[CH2:12][CH3:13])=[CH:19][CH:18]=1. (5) Given the reactants Br[CH2:2][C:3]1[O:4][C:5](=[O:9])[O:6][C:7]=1[CH3:8].[Cl:10][C:11]1[CH:12]=[C:13]([S:17]([NH:20][C:21]2[CH:29]=[CH:28][C:24]([C:25]([OH:27])=[O:26])=[C:23]([OH:30])[CH:22]=2)(=[O:19])=[O:18])[S:14][C:15]=1[Cl:16].C([O-])(O)=O.[Na+].C(O)(C(F)(F)F)=O, predict the reaction product. The product is: [Cl:10][C:11]1[CH:12]=[C:13]([S:17]([NH:20][C:21]2[CH:29]=[CH:28][C:24]([C:25]([O:27][CH2:2][C:3]3[O:4][C:5](=[O:9])[O:6][C:7]=3[CH3:8])=[O:26])=[C:23]([OH:30])[CH:22]=2)(=[O:18])=[O:19])[S:14][C:15]=1[Cl:16]. (6) Given the reactants B(Br)(Br)Br.[ClH:5].C[O:7][C:8]1[CH:39]=[CH:38][C:11]2[C@@H:12]3[C@H:16]([CH2:17][CH2:18][C:10]=2[CH:9]=1)[N:15]=[C:14]([NH:19][CH2:20][C@H:21]1[CH2:26][CH2:25][C@H:24]([CH2:27][NH:28][S:29]([C:32]2[CH:37]=[CH:36][CH:35]=[CH:34][CH:33]=2)(=[O:31])=[O:30])[CH2:23][CH2:22]1)[CH2:13]3.C(N(CC)CC)C.CO, predict the reaction product. The product is: [ClH:5].[OH:7][C:8]1[CH:39]=[CH:38][C:11]2[C@@H:12]3[C@H:16]([CH2:17][CH2:18][C:10]=2[CH:9]=1)[N:15]=[C:14]([NH:19][CH2:20][C@H:21]1[CH2:22][CH2:23][C@H:24]([CH2:27][NH:28][S:29]([C:32]2[CH:33]=[CH:34][CH:35]=[CH:36][CH:37]=2)(=[O:31])=[O:30])[CH2:25][CH2:26]1)[CH2:13]3. (7) Given the reactants Cl[C:2]1[C:3]([N:8]2[CH2:13][CH2:12][CH:11]([C:14]3[NH:18][C:17]4[CH:19]=[CH:20][C:21]([C:23]#[N:24])=[CH:22][C:16]=4[N:15]=3)[CH2:10][CH2:9]2)=[N:4][CH:5]=[CH:6][N:7]=1.[NH:25]1[CH2:30][CH2:29][O:28][CH2:27][CH2:26]1, predict the reaction product. The product is: [N:25]1([C:2]2[C:3]([N:8]3[CH2:9][CH2:10][CH:11]([C:14]4[NH:18][C:17]5[CH:19]=[CH:20][C:21]([C:23]#[N:24])=[CH:22][C:16]=5[N:15]=4)[CH2:12][CH2:13]3)=[N:4][CH:5]=[CH:6][N:7]=2)[CH2:30][CH2:29][O:28][CH2:27][CH2:26]1. (8) Given the reactants [C:1](=[O:15])([O:5][C:6]1[CH:11]=[CH:10][C:9]([N+:12]([O-:14])=[O:13])=[CH:8][CH:7]=1)[O:2][CH2:3]I.[N:16]([CH2:19][CH2:20][CH2:21][CH2:22][CH2:23][C:24]([OH:26])=[O:25])=[N+:17]=[N-:18], predict the reaction product. The product is: [N:16]([CH2:19][CH2:20][CH2:21][CH2:22][CH2:23][C:24]([O:26][CH2:3][O:2][C:1]([O:5][C:6]1[CH:11]=[CH:10][C:9]([N+:12]([O-:14])=[O:13])=[CH:8][CH:7]=1)=[O:15])=[O:25])=[N+:17]=[N-:18].